This data is from Kinase inhibitor binding affinity data with 442 proteins and 68 drugs (Kd values). The task is: Regression. Given a target protein amino acid sequence and a drug SMILES string, predict the binding affinity score between them. We predict pKd (pKd = -log10(Kd in M); higher means stronger binding). Dataset: davis. (1) The drug is CNC(=O)c1ccccc1Sc1ccc2c(C=Cc3ccccn3)n[nH]c2c1. The target protein (TAOK1) has sequence MPSTNRAGSLKDPEIAELFFKEDPEKLFTDLREIGHGSFGAVYFARDVRTNEVVAIKKMSYSGKQSTEKWQDIIKEVKFLQRIKHPNSIEYKGCYLREHTAWLVMEYCLGSASDLLEVHKKPLQEVEIAAITHGALQGLAYLHSHTMIHRDIKAGNILLTEPGQVKLADFGSASMASPANSFVGTPYWMAPEVILAMDEGQYDGKVDVWSLGITCIELAERKPPLFNMNAMSALYHIAQNESPTLQSNEWSDYFRNFVDSCLQKIPQDRPTSEELLKHIFVLRERPETVLIDLIQRTKDAVRELDNLQYRKMKKLLFQEAHNGPAVEAQEEEEEQDHGVGRTGTVNSVGSNQSIPSMSISASSQSSSVNSLPDVSDDKSELDMMEGDHTVMSNSSVIHLKPEEENYREEGDPRTRASDPQSPPQVSRHKSHYRNREHFATIRTASLVTRQMQEHEQDSELREQMSGYKRMRRQHQKQLMTLENKLKAEMDEHRLRLDKDL.... The pKd is 5.0. (2) The compound is CC1CCN(C(=O)CC#N)CC1N(C)c1ncnc2[nH]ccc12. The target protein (TAOK3) has sequence MRKGVLKDPEIADLFYKDDPEELFIGLHEIGHGSFGAVYFATNAHTSEVVAIKKMSYSGKQTHEKWQDILKEVKFLRQLKHPNTIEYKGCYLKEHTAWLVMEYCLGSASDLLEVHKKPLQEVEIAAITHGALHGLAYLHSHALIHRDIKAGNILLTEPGQVKLADFGSASMASPANSFVGTPYWMAPEVILAMDEGQYDGKVDIWSLGITCIELAERKPPLFNMNAMSALYHIAQNDSPTLQSNEWTDSFRRFVDYCLQKIPQERPTSAELLRHDFVRRDRPLRVLIDLIQRTKDAVRELDNLQYRKMKKILFQETRNGPLNESQEDEEDSEHGTSLNREMDSLGSNHSIPSMSVSTGSQSSSVNSMQEVMDESSSELVMMHDDESTINSSSSVVHKKDHVFIRDEAGHGDPRPEPRPTQSVQSQALHYRNRERFATIKSASLVTRQIHEHEQENELREQMSGYKRMRRQHQKQLIALENKLKAEMDEHRLKLQKEVETH.... The pKd is 5.0.